Dataset: Catalyst prediction with 721,799 reactions and 888 catalyst types from USPTO. Task: Predict which catalyst facilitates the given reaction. (1) The catalyst class is: 104. Reactant: [CH2:1]([O:8][C:9]1[CH:14]=[CH:13][C:12](Br)=[CH:11][C:10]=1[N:16]1[S:20](=[O:22])(=[O:21])[NH:19][C:18](=[O:23])[CH2:17]1)[C:2]1[CH:7]=[CH:6][CH:5]=[CH:4][CH:3]=1.C(=O)([O-])[O-].[Na+].[Na+]. Product: [CH2:1]([C:12]1[CH:13]=[CH:14][C:9]([O:8][CH2:1][C:2]2[CH:7]=[CH:6][CH:5]=[CH:4][CH:3]=2)=[C:10]([N:16]2[S:20](=[O:22])(=[O:21])[NH:19][C:18](=[O:23])[CH2:17]2)[CH:11]=1)[C:2]1[CH:7]=[CH:6][CH:5]=[CH:4][CH:3]=1. (2) Product: [Br:34][C:35]1[CH:40]=[N:39][C:38]([O:41][CH3:42])=[C:37]([CH:36]=1)[C:43]([NH:9][CH2:10][CH3:11])=[O:45]. The catalyst class is: 248. Reactant: CN(C(O[N:9]1N=N[C:11]2C=CC=N[C:10]1=2)=[N+](C)C)C.F[P-](F)(F)(F)(F)F.CCN(C(C)C)C(C)C.[Br:34][C:35]1[CH:36]=[C:37]([C:43]([OH:45])=O)[C:38]([O:41][CH3:42])=[N:39][CH:40]=1.Cl.C(N)C. (3) The catalyst class is: 2. Product: [C:8]([NH:15][C@H:16]([C:24]([CH:37]=[N+:35]=[N-:36])=[O:26])[C@H:17]([CH3:23])[O:18][C:19]([CH3:20])([CH3:21])[CH3:22])([O:10][C:11]([CH3:12])([CH3:13])[CH3:14])=[O:9]. Reactant: CN1CCOCC1.[C:8]([NH:15][C@H:16]([C:24]([OH:26])=O)[C@H:17]([CH3:23])[O:18][C:19]([CH3:22])([CH3:21])[CH3:20])([O:10][C:11]([CH3:14])([CH3:13])[CH3:12])=[O:9].C(OC(Cl)=O)C(C)C.[N+:35](=[CH2:37])=[N-:36].CCOCC. (4) Reactant: [Cl-].O[NH3+].[CH:4]1([C:7](=[O:28])[C:8](=[CH:24][N:25](C)C)[C:9]([C:11]2[CH:16]=[CH:15][C:14]([S:17]([CH3:20])(=[O:19])=[O:18])=[C:13]([NH:21][CH3:22])[C:12]=2[CH3:23])=[O:10])[CH2:6][CH2:5]1. Product: [CH:4]1([C:7]2[O:28][N:25]=[CH:24][C:8]=2[C:9](=[O:10])[C:11]2[CH:16]=[CH:15][C:14]([S:17]([CH3:20])(=[O:19])=[O:18])=[C:13]([NH:21][CH3:22])[C:12]=2[CH3:23])[CH2:6][CH2:5]1. The catalyst class is: 8.